From a dataset of Peptide-MHC class I binding affinity with 185,985 pairs from IEDB/IMGT. Regression. Given a peptide amino acid sequence and an MHC pseudo amino acid sequence, predict their binding affinity value. This is MHC class I binding data. (1) The peptide sequence is LLVDLLWLL. The MHC is HLA-B40:01 with pseudo-sequence HLA-B40:01. The binding affinity (normalized) is 0. (2) The MHC is HLA-A02:02 with pseudo-sequence HLA-A02:02. The binding affinity (normalized) is 0.328. The peptide sequence is PVKTDIVNTT. (3) The peptide sequence is LTVKHMANV. The MHC is HLA-B44:02 with pseudo-sequence HLA-B44:02. The binding affinity (normalized) is 0.0847. (4) The peptide sequence is SPRTLNAWVK. The MHC is Mamu-B8301 with pseudo-sequence Mamu-B8301. The binding affinity (normalized) is 0.473. (5) The peptide sequence is CPTLPNDTY. The MHC is Mamu-B17 with pseudo-sequence Mamu-B17. The binding affinity (normalized) is 0.196.